Dataset: Catalyst prediction with 721,799 reactions and 888 catalyst types from USPTO. Task: Predict which catalyst facilitates the given reaction. (1) Reactant: [Cl:1][C:2]1[CH:7]=[CH:6][CH:5]=[CH:4][C:3]=1[CH2:8][C:9]([C:11]1[C:12](=[O:33])[N:13]([C:22]2[CH:27]=[CH:26][CH:25]=[C:24]([O:28][C:29]([F:32])([F:31])[F:30])[CH:23]=2)[C:14]2[C:19]([C:20]=1O)=[CH:18][CH:17]=[CH:16][N:15]=2)=O.O.[NH2:35][NH2:36].C(=O)([O-])O.[Na+]. Product: [Cl:1][C:2]1[CH:7]=[CH:6][CH:5]=[CH:4][C:3]=1[CH2:8][C:9]1[C:11]2[C:12](=[O:33])[N:13]([C:22]3[CH:27]=[CH:26][CH:25]=[C:24]([O:28][C:29]([F:32])([F:30])[F:31])[CH:23]=3)[C:14]3[N:15]=[CH:16][CH:17]=[CH:18][C:19]=3[C:20]=2[NH:36][N:35]=1. The catalyst class is: 3. (2) Reactant: [O:1]([CH2:8][C:9]([NH:11][CH:12]([C:29]1[CH:34]=[CH:33][CH:32]=[CH:31][CH:30]=1)[CH2:13][C:14]1[C:23]([O:24]S(=O)(=O)O)=[C:22]2[C:17]([CH:18]=[CH:19][CH:20]=[N:21]2)=[CH:16][CH:15]=1)=[O:10])[C:2]1[CH:7]=[CH:6][CH:5]=[CH:4][CH:3]=1.Cl. Product: [OH:24][C:23]1[C:14]([CH2:13][CH:12]([NH:11][C:9](=[O:10])[CH2:8][O:1][C:2]2[CH:3]=[CH:4][CH:5]=[CH:6][CH:7]=2)[C:29]2[CH:34]=[CH:33][CH:32]=[CH:31][CH:30]=2)=[CH:15][CH:16]=[C:17]2[C:22]=1[N:21]=[CH:20][CH:19]=[CH:18]2. The catalyst class is: 5. (3) Reactant: [CH2:1]([O:8][C:9]1[C:10]([C:26]([O:28]C)=[O:27])=[N:11][N:12]2[C@@H:17]([C:18]3[CH:23]=[CH:22][CH:21]=[CH:20][CH:19]=3)[CH2:16][N:15]([CH3:24])[C:14](=O)[C:13]=12)[C:2]1[CH:7]=[CH:6][CH:5]=[CH:4][CH:3]=1.[OH-].[Na+].Cl. Product: [CH2:1]([O:8][C:9]1[C:10]([C:26]([OH:28])=[O:27])=[N:11][N:12]2[C@@H:17]([C:18]3[CH:23]=[CH:22][CH:21]=[CH:20][CH:19]=3)[CH2:16][N:15]([CH3:24])[CH2:14][C:13]=12)[C:2]1[CH:7]=[CH:6][CH:5]=[CH:4][CH:3]=1. The catalyst class is: 5. (4) Reactant: [CH2:1]([O:8][C@H:9]1[C@H:14]([O:15][CH2:16][C:17]2[CH:22]=[CH:21][CH:20]=[CH:19][CH:18]=2)[C@@H:13]([O:23][CH2:24][C:25]2[CH:30]=[CH:29][CH:28]=[CH:27][CH:26]=2)[C@@:12]([C:33]2[CH:38]=[CH:37][C:36]([Cl:39])=[C:35]([CH2:40][C:41]3[CH:46]=[CH:45][C:44]([O:47][CH2:48][CH3:49])=[C:43]([F:50])[C:42]=3[F:51])[CH:34]=2)([O:31][CH3:32])[O:11][C@@H:10]1[CH2:52]C(C(C)(C)C)(C)O[SiH3])[C:2]1[CH:7]=[CH:6][CH:5]=[CH:4][CH:3]=1.C(Cl)(=[O:63])C. Product: [CH2:1]([O:8][C@H:9]1[C@H:14]([O:15][CH2:16][C:17]2[CH:18]=[CH:19][CH:20]=[CH:21][CH:22]=2)[C@@H:13]([O:23][CH2:24][C:25]2[CH:30]=[CH:29][CH:28]=[CH:27][CH:26]=2)[C@@:12]([C:33]2[CH:38]=[CH:37][C:36]([Cl:39])=[C:35]([CH2:40][C:41]3[CH:46]=[CH:45][C:44]([O:47][CH2:48][CH3:49])=[C:43]([F:50])[C:42]=3[F:51])[CH:34]=2)([O:31][CH3:32])[O:11][C@@H:10]1[CH2:52][OH:63])[C:2]1[CH:3]=[CH:4][CH:5]=[CH:6][CH:7]=1. The catalyst class is: 5.